Dataset: Full USPTO retrosynthesis dataset with 1.9M reactions from patents (1976-2016). Task: Predict the reactants needed to synthesize the given product. Given the product [Cl:1][C:2]1[CH:3]=[CH:4][C:5]([C:8]2[NH:12][C:11]3[C:16]([CH:23]=[O:24])=[C:17]([C:19]([O:21][CH3:22])=[O:20])[S:18][C:10]=3[C:9]=2[CH:25]2[CH2:30][CH2:29][CH2:28][CH2:27][CH2:26]2)=[CH:6][CH:7]=1, predict the reactants needed to synthesize it. The reactants are: [Cl:1][C:2]1[CH:7]=[CH:6][C:5]([C:8]2[N:12](COC)[C:11]3[C:16]([CH:23]=[O:24])=[C:17]([C:19]([O:21][CH3:22])=[O:20])[S:18][C:10]=3[C:9]=2[CH:25]2[CH2:30][CH2:29][CH2:28][CH2:27][CH2:26]2)=[CH:4][CH:3]=1.CCOC(C)=O.